The task is: Predict the reaction yield, written as a fraction of the theoretical maximum amount of product (1.0 means a 100% yield; for example, 0.34 means a 34% yield).. This data is from Reaction yield outcomes from USPTO patents with 853,638 reactions. (1) The reactants are [Br:1][C:2]1[CH:3]=[CH:4][C:5]([C:13]([OH:15])=[O:14])=[N:6][C:7]=1[O:8][CH2:9][CH:10]1[CH2:12][CH2:11]1.IC.[C:18](=O)([O-])[O-].[Na+].[Na+].O. The catalyst is CN(C=O)C. The product is [CH3:18][O:14][C:13]([C:5]1[CH:4]=[CH:3][C:2]([Br:1])=[C:7]([O:8][CH2:9][CH:10]2[CH2:11][CH2:12]2)[N:6]=1)=[O:15]. The yield is 0.480. (2) The reactants are CS(O[CH2:6][C@H:7]1[CH2:11][CH2:10][CH2:9][C@@H:8]1[NH:12][C:13]([O:15][C:16]([CH3:19])([CH3:18])[CH3:17])=[O:14])(=O)=O.[N-:20]=[N+:21]=[N-:22].[Na+].O.CCOC(C)=O. The catalyst is CN(C=O)C. The product is [N:20]([CH2:6][C@H:7]1[CH2:11][CH2:10][CH2:9][C@@H:8]1[NH:12][C:13](=[O:14])[O:15][C:16]([CH3:19])([CH3:18])[CH3:17])=[N+:21]=[N-:22]. The yield is 0.900. (3) The reactants are C([O:4][CH2:5][CH2:6][CH2:7][CH2:8][O:9][C:10]1[C:17]([O:18][CH2:19][CH2:20][CH2:21][CH2:22][O:23]C(=O)C)=[C:16]([O:27][CH2:28][CH2:29][CH2:30][CH2:31][O:32]C(=O)C)[CH:15]=[CH:14][C:11]=1[CH:12]=O)(=O)C.C(O)(=O)[CH2:37][C:38]([OH:40])=[O:39].N1CCCCC1.[OH-].[K+].Cl. The catalyst is O.N1C=CC=CC=1. The product is [OH:4][CH2:5][CH2:6][CH2:7][CH2:8][O:9][C:10]1[C:17]([O:18][CH2:19][CH2:20][CH2:21][CH2:22][OH:23])=[C:16]([O:27][CH2:28][CH2:29][CH2:30][CH2:31][OH:32])[CH:15]=[CH:14][C:11]=1[CH:12]=[CH:37][C:38]([OH:40])=[O:39]. The yield is 0.900. (4) The reactants are [CH3:1][C:2]1[C:7]2[N:8]=[C:9]([NH2:12])[N:10]=[N:11][C:6]=2[CH:5]=[C:4]([C:13]2[C:14]([CH3:19])=[N:15][O:16][C:17]=2[CH3:18])[CH:3]=1.S(=O)(=O)(O)N.[CH3:25][O:26][C:27]1[CH:32]=[CH:31][C:30](N)=[CH:29][CH:28]=1. No catalyst specified. The product is [CH3:19][C:14]1[C:13]([C:4]2[CH:3]=[C:2]([CH3:1])[C:7]3[N:8]=[C:9]([NH:12][C:30]4[CH:31]=[CH:32][C:27]([O:26][CH3:25])=[CH:28][CH:29]=4)[N:10]=[N:11][C:6]=3[CH:5]=2)=[C:17]([CH3:18])[O:16][N:15]=1. The yield is 0.320. (5) The reactants are [O:1]([CH2:8][CH2:9][CH2:10][CH2:11][Br:12])[C:2]1[CH:7]=[CH:6][CH:5]=[CH:4][CH:3]=1.[C:13]1([P:19]([C:26]2[CH:31]=[CH:30][CH:29]=[CH:28][CH:27]=2)[C:20]2[CH:25]=[CH:24][CH:23]=[CH:22][CH:21]=2)[CH:18]=[CH:17][CH:16]=[CH:15][CH:14]=1. The catalyst is C1C=CC=CC=1. The product is [Br-:12].[O:1]([CH2:8][CH2:9][CH2:10][CH2:11][P+:19]([C:20]1[CH:21]=[CH:22][CH:23]=[CH:24][CH:25]=1)([C:26]1[CH:31]=[CH:30][CH:29]=[CH:28][CH:27]=1)[C:13]1[CH:14]=[CH:15][CH:16]=[CH:17][CH:18]=1)[C:2]1[CH:7]=[CH:6][CH:5]=[CH:4][CH:3]=1. The yield is 0.850. (6) The reactants are [H-].[Na+].[NH:3]1[C:11]2[C:6](=[CH:7][CH:8]=[CH:9][CH:10]=2)[CH:5]=[CH:4]1.Cl[C:13]1[C:22]2[C:17](=[CH:18][CH:19]=[CH:20][CH:21]=2)[N:16]=[C:15]([C:23]2[CH:28]=[CH:27][CH:26]=[CH:25][CH:24]=2)[CH:14]=1. The catalyst is CN(C)C=O. The product is [N:3]1([C:13]2[C:22]3[C:17](=[CH:18][CH:19]=[CH:20][CH:21]=3)[N:16]=[C:15]([C:23]3[CH:28]=[CH:27][CH:26]=[CH:25][CH:24]=3)[CH:14]=2)[C:11]2[C:6](=[CH:7][CH:8]=[CH:9][CH:10]=2)[CH:5]=[CH:4]1. The yield is 0.500. (7) The reactants are Cl[C:2]1[CH:7]=[CH:6][CH:5]=[CH:4][N:3]=1.[C:8]1(B(O)O)[CH:13]=[CH:12][CH:11]=[CH:10][CH:9]=1.C([O-])([O-])=O.[Na+].[Na+]. The catalyst is COCCOC.C1C=CC([P]([Pd]([P](C2C=CC=CC=2)(C2C=CC=CC=2)C2C=CC=CC=2)([P](C2C=CC=CC=2)(C2C=CC=CC=2)C2C=CC=CC=2)[P](C2C=CC=CC=2)(C2C=CC=CC=2)C2C=CC=CC=2)(C2C=CC=CC=2)C2C=CC=CC=2)=CC=1. The product is [C:8]1([C:2]2[CH:7]=[CH:6][CH:5]=[CH:4][N:3]=2)[CH:13]=[CH:12][CH:11]=[CH:10][CH:9]=1. The yield is 0.700.